Dataset: Catalyst prediction with 721,799 reactions and 888 catalyst types from USPTO. Task: Predict which catalyst facilitates the given reaction. (1) Reactant: [CH3:1][NH:2][CH2:3][C:4]#[CH:5].[CH2:6]([O:13][C:14](ON1C(=O)CCC1=O)=[O:15])[C:7]1[CH:12]=[CH:11][CH:10]=[CH:9][CH:8]=1.CCCCCCC.CCOC(C)=O. Product: [CH3:1][N:2]([CH2:3][C:4]#[CH:5])[C:14](=[O:15])[O:13][CH2:6][C:7]1[CH:12]=[CH:11][CH:10]=[CH:9][CH:8]=1. The catalyst class is: 554. (2) Reactant: [H-].[Al+3].[Li+].[H-].[H-].[H-].[NH:7]1[C:15]2[C:10](=[CH:11][CH:12]=[CH:13][CH:14]=2)[C:9]([CH2:16][CH2:17][CH2:18][C:19]([N:21]2[CH2:26][CH2:25][N:24]([C:27]3[CH:32]=[CH:31][C:30]([O:33][CH3:34])=[CH:29][CH:28]=3)[CH2:23][CH2:22]2)=O)=[CH:8]1. Product: [CH3:34][O:33][C:30]1[CH:29]=[CH:28][C:27]([N:24]2[CH2:25][CH2:26][N:21]([CH2:19][CH2:18][CH2:17][CH2:16][C:9]3[C:10]4[C:15](=[CH:14][CH:13]=[CH:12][CH:11]=4)[NH:7][CH:8]=3)[CH2:22][CH2:23]2)=[CH:32][CH:31]=1. The catalyst class is: 7. (3) Reactant: Br[C:2]1[CH:3]=[C:4]([C:16]([O:18][CH3:19])=[O:17])[C:5]2[CH:6]=[N:7][N:8]([CH:11]3[CH2:15][CH2:14][CH2:13][CH2:12]3)[C:9]=2[CH:10]=1.[OH:20][C:21]1[CH:22]=[C:23](B(O)O)[CH:24]=[CH:25][CH:26]=1.C([O-])([O-])=O.[Na+].[Na+].CO.C(Cl)Cl. Product: [CH:11]1([N:8]2[C:9]3[CH:10]=[C:2]([C:25]4[CH:24]=[CH:23][CH:22]=[C:21]([OH:20])[CH:26]=4)[CH:3]=[C:4]([C:16]([O:18][CH3:19])=[O:17])[C:5]=3[CH:6]=[N:7]2)[CH2:15][CH2:14][CH2:13][CH2:12]1. The catalyst class is: 77.